This data is from NCI-60 drug combinations with 297,098 pairs across 59 cell lines. The task is: Regression. Given two drug SMILES strings and cell line genomic features, predict the synergy score measuring deviation from expected non-interaction effect. (1) Drug 1: C1=CC(=CC=C1CC(C(=O)O)N)N(CCCl)CCCl.Cl. Drug 2: CN(CCCl)CCCl.Cl. Cell line: OVCAR-5. Synergy scores: CSS=4.64, Synergy_ZIP=-0.978, Synergy_Bliss=1.90, Synergy_Loewe=-4.38, Synergy_HSA=-1.70. (2) Drug 1: C1=CC(=C2C(=C1NCCNCCO)C(=O)C3=C(C=CC(=C3C2=O)O)O)NCCNCCO. Drug 2: CN(CCCl)CCCl.Cl. Cell line: CCRF-CEM. Synergy scores: CSS=72.0, Synergy_ZIP=0.534, Synergy_Bliss=0.475, Synergy_Loewe=-4.16, Synergy_HSA=1.96. (3) Drug 1: CC1C(C(CC(O1)OC2CC(OC(C2O)C)OC3=CC4=CC5=C(C(=O)C(C(C5)C(C(=O)C(C(C)O)O)OC)OC6CC(C(C(O6)C)O)OC7CC(C(C(O7)C)O)OC8CC(C(C(O8)C)O)(C)O)C(=C4C(=C3C)O)O)O)O. Drug 2: CNC(=O)C1=NC=CC(=C1)OC2=CC=C(C=C2)NC(=O)NC3=CC(=C(C=C3)Cl)C(F)(F)F. Cell line: MOLT-4. Synergy scores: CSS=69.2, Synergy_ZIP=-0.490, Synergy_Bliss=-0.526, Synergy_Loewe=-45.7, Synergy_HSA=-1.88. (4) Drug 1: C1CCC(CC1)NC(=O)N(CCCl)N=O. Drug 2: CC1C(C(CC(O1)OC2CC(OC(C2O)C)OC3=CC4=CC5=C(C(=O)C(C(C5)C(C(=O)C(C(C)O)O)OC)OC6CC(C(C(O6)C)O)OC7CC(C(C(O7)C)O)OC8CC(C(C(O8)C)O)(C)O)C(=C4C(=C3C)O)O)O)O. Cell line: SK-MEL-5. Synergy scores: CSS=12.4, Synergy_ZIP=-0.879, Synergy_Bliss=4.36, Synergy_Loewe=-1.73, Synergy_HSA=-0.0642.